This data is from Catalyst prediction with 721,799 reactions and 888 catalyst types from USPTO. The task is: Predict which catalyst facilitates the given reaction. (1) The catalyst class is: 38. Product: [C:3]1([C:12]2[CH:17]=[CH:16][CH:15]=[CH:14][CH:13]=2)[CH:8]=[CH:7][C:6]([C:24]2[N:23]=[C:22]([N+:26]([O-:28])=[O:27])[C:21]([NH2:29])=[CH:20][C:19]=2[Cl:18])=[CH:5][CH:4]=1. Reactant: [Li+].[OH-].[C:3]1([C:12]2[CH:17]=[CH:16][CH:15]=[CH:14][CH:13]=2)[CH:8]=[CH:7][C:6](B(O)O)=[CH:5][CH:4]=1.[Cl:18][C:19]1[CH:20]=[C:21]([NH2:29])[C:22]([N+:26]([O-:28])=[O:27])=[N:23][C:24]=1I.[Cl-].[NH4+]. (2) Reactant: Cl.[CH3:2][N:3]1[CH:7]=[C:6]([C:8]2[CH:9]=[C:10]([O:15][CH2:16][CH:17]3[CH2:22][CH2:21][NH:20][CH2:19][CH2:18]3)[C:11]([NH2:14])=[N:12][CH:13]=2)[N:5]=[CH:4]1.[Cl:23][C:24]1[N:29]=[C:28](Cl)[N:27]=[C:26]([O:31][CH2:32][C:33]2([C:36]#[N:37])[CH2:35][CH2:34]2)[N:25]=1.CCN(C(C)C)C(C)C.C(Cl)Cl.CO. Product: [NH2:14][C:11]1[C:10]([O:15][CH2:16][CH:17]2[CH2:22][CH2:21][N:20]([C:28]3[N:29]=[C:24]([Cl:23])[N:25]=[C:26]([O:31][CH2:32][C:33]4([C:36]#[N:37])[CH2:35][CH2:34]4)[N:27]=3)[CH2:19][CH2:18]2)=[CH:9][C:8]([C:6]2[N:5]=[CH:4][N:3]([CH3:2])[CH:7]=2)=[CH:13][N:12]=1. The catalyst class is: 36. (3) Reactant: FC(F)(F)C([NH:5][CH2:6][C:7]1[CH:12]=[CH:11][CH:10]=[C:9]([NH:13][C:14]2[N:19]=[C:18]([C:20]3[C:21]([C:29]4[CH:34]=[CH:33][CH:32]=[C:31]([NH:35][C:36](=[O:43])[CH2:37][C:38]5[CH:42]=[CH:41][S:40][CH:39]=5)[CH:30]=4)=[N:22][N:23]4[CH:28]=[CH:27][CH:26]=[CH:25][C:24]=34)[CH:17]=[CH:16][N:15]=2)[CH:8]=1)=O.O[Li].O. Product: [NH2:5][CH2:6][C:7]1[CH:8]=[C:9]([NH:13][C:14]2[N:19]=[C:18]([C:20]3[C:21]([C:29]4[CH:30]=[C:31]([NH:35][C:36](=[O:43])[CH2:37][C:38]5[CH:42]=[CH:41][S:40][CH:39]=5)[CH:32]=[CH:33][CH:34]=4)=[N:22][N:23]4[CH:28]=[CH:27][CH:26]=[CH:25][C:24]=34)[CH:17]=[CH:16][N:15]=2)[CH:10]=[CH:11][CH:12]=1. The catalyst class is: 569.